The task is: Predict which catalyst facilitates the given reaction.. This data is from Catalyst prediction with 721,799 reactions and 888 catalyst types from USPTO. (1) Reactant: [NH:1]([C:17]([O:19][C:20]([CH3:23])([CH3:22])[CH3:21])=[O:18])[C@H:2]([C:14](O)=[O:15])[CH2:3][C:4]1[C:13]2[C:8](=[CH:9][CH:10]=[CH:11][CH:12]=2)[CH:7]=[CH:6][CH:5]=1.C(N(CC)CC)C.CN(C(ON1N=NC2C=CC=CC1=2)=[N+](C)C)C.F[P-](F)(F)(F)(F)F.Cl.Cl.[NH2:57][CH2:58][C:59]1[CH:60]=[CH:61][C:62]([NH2:65])=[N:63][CH:64]=1. Product: [C:20]([O:19][C:17](=[O:18])[NH:1][C@H:2]([C:14](=[O:15])[NH:57][CH2:58][C:59]1[CH:64]=[N:63][C:62]([NH2:65])=[CH:61][CH:60]=1)[CH2:3][C:4]1[C:13]2[C:8](=[CH:9][CH:10]=[CH:11][CH:12]=2)[CH:7]=[CH:6][CH:5]=1)([CH3:23])([CH3:21])[CH3:22]. The catalyst class is: 366. (2) The catalyst class is: 1. Reactant: [Li]C(CC)C.[O:6]1[C:10]2[CH:11]=[CH:12][CH:13]=[CH:14][C:9]=2[CH2:8][CH2:7]1.CN(CCN(C)C)C.CN([CH:26]=[O:27])C. Product: [O:6]1[C:10]2[C:11]([CH:26]=[O:27])=[CH:12][CH:13]=[CH:14][C:9]=2[CH2:8][CH2:7]1. (3) Reactant: [F:1][C:2]1[C:3]([O:47]C)=[CH:4][C:5]([CH2:42][C:43]([F:46])([F:45])[F:44])=[C:6]([C:8]2[N:13]=[C:12]3[NH:14][N:15]=[C:16]([C:17]4[NH:21][C:20]([CH:22]5[CH2:27][CH2:26][NH:25][CH2:24][CH2:23]5)=[N:19][N:18]=4)[C:11]3=[C:10]([NH:28][CH2:29][C:30]3[CH:35]=[CH:34][CH:33]=[CH:32][C:31]=3[N:36]([CH3:41])[S:37]([CH3:40])(=[O:39])=[O:38])[N:9]=2)[CH:7]=1.[N:49]1([CH2:54][C:55](O)=[O:56])[CH2:53][CH2:52][CH2:51][CH2:50]1.CCN(C(C)C)C(C)C.F[P-](F)(F)(F)(F)F.N1(O[P+](N(C)C)(N(C)C)N(C)C)C2C=CC=CC=2N=N1.B(Br)(Br)Br. Product: [F:1][C:2]1[C:3]([OH:47])=[CH:4][C:5]([CH2:42][C:43]([F:45])([F:46])[F:44])=[C:6]([C:8]2[N:13]=[C:12]3[NH:14][N:15]=[C:16]([C:17]4[NH:21][C:20]([CH:22]5[CH2:23][CH2:24][N:25]([C:55](=[O:56])[CH2:54][N:49]6[CH2:53][CH2:52][CH2:51][CH2:50]6)[CH2:26][CH2:27]5)=[N:19][N:18]=4)[C:11]3=[C:10]([NH:28][CH2:29][C:30]3[CH:35]=[CH:34][CH:33]=[CH:32][C:31]=3[N:36]([CH3:41])[S:37]([CH3:40])(=[O:39])=[O:38])[N:9]=2)[CH:7]=1. The catalyst class is: 2.